Dataset: Experimentally validated miRNA-target interactions with 360,000+ pairs, plus equal number of negative samples. Task: Binary Classification. Given a miRNA mature sequence and a target amino acid sequence, predict their likelihood of interaction. (1) The miRNA is mmu-miR-717 with sequence CUCAGACAGAGAUACCUUCUCU. The protein sequence of the target gene is MGPRGRQRRAGTVQSTNDSSSLSKRSLAAHGYVRDPFAALLVPGPVRRTPLIHRGYYVRARAVRHCVRAFLELTSALPSRTRAQILSLGSGSDSLYFRLKAAGLLARAAVWEVDFPDVSRLKAERIEETPELRAQTGPFKIGDSASSLCFESADYRILGADLRELQRLGEALDGAGLDATSPTLLLAEAVLTYLEPSSATALIAWAAQRFPDALFVIYEQMQPGDAFGQIMLQHFQRLHSPLHGLELFPVVKAQRQRFLQAGWTACSALDLNEFYRRLLSAEERQRVETLEPFDEYEEWH.... Result: 1 (interaction). (2) The miRNA is hsa-miR-744-3p with sequence CUGUUGCCACUAACCUCAACCU. The protein sequence of the target gene is MPRLHDHVWNYPSAGAARPYSLPRGMIAAAACPQGPGVPEPEHAPRGQRAGTTGCSARPGSWHHDLVQRSLVLFSFGVVLALVLNLLQIQRNVTLFPDEVIATIFSSAWWVPPCCGTAAAVVGLLYPCIDSHLGEPHKFKREWASVMRCIAVFVGINHASAKLDFANNVQLSLTLAALSLGLWWTFDRSRSGLGLGITIAFLATLITQFLVYNGVYQYTSPDFLYIRSWLPCIFFSGGVTVGNIGRQLAMGVPEKPHSD. Result: 0 (no interaction). (3) The miRNA is hsa-miR-4750-3p with sequence CCUGACCCACCCCCUCCCGCAG. The protein sequence of the target gene is MVLWESPRQCSSWTLCEGFCWLLLLPVMLLIVARPVKLAAFPTSLSDCQTPTGWNCSGYDDRENDLFLCDTNTCKFDGECLRIGDTVTCVCQFKCNNDYVPVCGSNGESYQNECYLRQAACKQQSEILVVSEGSCATDAGSGSGDGVHEGSGETSQKETSTCDICQFGAECDEDAEDVWCVCNIDCSQTNFNPLCASDGKSYDNACQIKEASCQKQEKIEVMSLGRCQDNTTTTTKSEDGHYARTDYAENANKLEESAREHHIPCPEHYNGFCMHGKCEHSINMQEPSCRCDAGYTGQHC.... Result: 0 (no interaction).